Dataset: Full USPTO retrosynthesis dataset with 1.9M reactions from patents (1976-2016). Task: Predict the reactants needed to synthesize the given product. (1) Given the product [Cl:18][C:19]1[CH:24]=[CH:23][C:22]([NH:25][C:26](=[O:28])[CH3:27])=[C:21]([O:29][CH2:4][C@@H:2]2[CH2:3][O:1]2)[CH:20]=1, predict the reactants needed to synthesize it. The reactants are: [O:1]1[CH2:3][C@H:2]1[CH2:4]OS(C1C=CC=C([N+]([O-])=O)C=1)(=O)=O.[Cl:18][C:19]1[CH:24]=[CH:23][C:22]([NH:25][C:26](=[O:28])[CH3:27])=[C:21]([OH:29])[CH:20]=1.C([O-])([O-])=O.[Cs+].[Cs+]. (2) Given the product [NH2:21][C@@H:22]1[C@@H:26]([OH:27])[CH2:25][N:24]([C:28]2[CH:29]=[CH:30][C:31]([C:32]([NH:34][C:35]3[CH:36]=[CH:37][C:38]([O:41][C:42]([Cl:45])([F:43])[F:44])=[CH:39][CH:40]=3)=[O:33])=[CH:46][C:47]=2[C:11]2[NH:7][N:8]=[CH:9][CH:10]=2)[CH2:23]1, predict the reactants needed to synthesize it. The reactants are: O1CCCCC1[N:7]1[C:11](B2OC(C)(C)C(C)(C)O2)=[CH:10][CH:9]=[N:8]1.[NH2:21][C@@H:22]1[C@@H:26]([OH:27])[CH2:25][N:24]([C:28]2[CH:47]=[CH:46][C:31]([C:32]([NH:34][C:35]3[CH:40]=[CH:39][C:38]([O:41][C:42]([Cl:45])([F:44])[F:43])=[CH:37][CH:36]=3)=[O:33])=[CH:30][C:29]=2Br)[CH2:23]1.C([O-])([O-])=O.[Na+].[Na+].C(O)(C(F)(F)F)=O. (3) Given the product [OH:29][C:26]([CH3:27])([CH3:28])[CH2:25][C@@:16]1([C:19]2[CH:20]=[CH:21][CH:22]=[CH:23][CH:24]=2)[O:15][C:14](=[O:30])[N:13]([C@H:11]([C:8]2[CH:9]=[CH:10][C:5]([C:4]#[C:3][C:2]([NH:1][C:38]([NH2:37])=[O:39])([CH3:31])[CH3:32])=[CH:6][CH:7]=2)[CH3:12])[CH2:18][CH2:17]1, predict the reactants needed to synthesize it. The reactants are: [NH2:1][C:2]([CH3:32])([CH3:31])[C:3]#[C:4][C:5]1[CH:10]=[CH:9][C:8]([C@@H:11]([N:13]2[CH2:18][CH2:17][C@:16]([CH2:25][C:26]([OH:29])([CH3:28])[CH3:27])([C:19]3[CH:24]=[CH:23][CH:22]=[CH:21][CH:20]=3)[O:15][C:14]2=[O:30])[CH3:12])=[CH:7][CH:6]=1.C[Si]([N:37]=[C:38]=[O:39])(C)C. (4) Given the product [OH:1][C:2]1[C:7]([O:8][CH3:9])=[C:6]([O:10][CH3:11])[NH:5][C:4](=[O:21])[C:3]=1[C:22](=[O:30])[CH:23]([CH3:29])[CH2:24][CH2:25][CH2:26][CH2:27][CH3:28], predict the reactants needed to synthesize it. The reactants are: [OH:1][C:2]1[C:7]([O:8][CH3:9])=[C:6]([O:10][CH3:11])[N:5](CC2C=CC(OC)=CC=2)[C:4](=[O:21])[C:3]=1[C:22](=[O:30])[CH:23]([CH3:29])[CH2:24][CH2:25][CH2:26][CH2:27][CH3:28].